From a dataset of Reaction yield outcomes from USPTO patents with 853,638 reactions. Predict the reaction yield, written as a fraction of the theoretical maximum amount of product (1.0 means a 100% yield; for example, 0.34 means a 34% yield). The reactants are [N:1]1[C:10]2[C:5](=[CH:6][C:7]([CH2:11][N:12]3[C:16]4=[N:17][C:18](/[C:21](=[N:23]/[O:24][CH2:25][C:26]([O:28]C)=O)/[CH3:22])=[CH:19][N:20]=[C:15]4[N:14]=[N:13]3)=[CH:8][CH:9]=2)[CH:4]=[CH:3][CH:2]=1.[NH3:30]. No catalyst specified. The product is [N:1]1[C:10]2[C:5](=[CH:6][C:7]([CH2:11][N:12]3[C:16]4=[N:17][C:18](/[C:21](=[N:23]/[O:24][CH2:25][C:26]([NH2:30])=[O:28])/[CH3:22])=[CH:19][N:20]=[C:15]4[N:14]=[N:13]3)=[CH:8][CH:9]=2)[CH:4]=[CH:3][CH:2]=1. The yield is 0.160.